Predict the product of the given reaction. From a dataset of Forward reaction prediction with 1.9M reactions from USPTO patents (1976-2016). (1) Given the reactants C([O:3][C:4]([C:6]1[CH:15]=[CH:14][C:13]2[C:8](=[CH:9][CH:10]=[C:11]([F:16])[CH:12]=2)[CH:7]=1)=[O:5])C.[OH-].[Na+].O, predict the reaction product. The product is: [F:16][C:11]1[CH:12]=[C:13]2[C:8](=[CH:9][CH:10]=1)[CH:7]=[C:6]([C:4]([OH:5])=[O:3])[CH:15]=[CH:14]2. (2) Given the reactants [F:1][C:2]1[C:16]([F:17])=[C:15]([CH:18]=[O:19])[CH:14]=[CH:13][C:3]=1[O:4][C:5]1[CH:12]=[CH:11][C:8]([C:9]#[N:10])=[CH:7][N:6]=1.C([O-])([O-])=[O:21].[K+].[K+].CS(C)=O, predict the reaction product. The product is: [F:1][C:2]1[C:16]([F:17])=[C:15]([CH:18]=[O:19])[CH:14]=[CH:13][C:3]=1[O:4][C:5]1[CH:12]=[CH:11][C:8]([C:9]([NH2:10])=[O:21])=[CH:7][N:6]=1. (3) The product is: [CH2:12]([O:19][C:20]1[CH:37]=[CH:36][C:23]([N:24]([CH2:25][C@H:26]([O:28][Si:29]([C:32]([CH3:35])([CH3:34])[CH3:33])([CH3:30])[CH3:31])[CH3:27])[C:8]([C:7]2[C:6]([Cl:11])=[N:5][CH:4]=[N:3][C:2]=2[Cl:1])=[O:9])=[CH:22][C:21]=1[F:38])[C:13]1[CH:14]=[CH:15][CH:16]=[CH:17][CH:18]=1. Given the reactants [Cl:1][C:2]1[C:7]([C:8](Cl)=[O:9])=[C:6]([Cl:11])[N:5]=[CH:4][N:3]=1.[CH2:12]([O:19][C:20]1[CH:37]=[CH:36][C:23]([NH:24][CH2:25][C@H:26]([O:28][Si:29]([C:32]([CH3:35])([CH3:34])[CH3:33])([CH3:31])[CH3:30])[CH3:27])=[CH:22][C:21]=1[F:38])[C:13]1[CH:18]=[CH:17][CH:16]=[CH:15][CH:14]=1.C(N(CC)CC)C, predict the reaction product. (4) Given the reactants C(N(CC)CC)C.Cl.[NH2:9][CH:10]([C:20]1[C:24](=[O:25])[CH2:23][CH2:22][C:21]=1[NH:26][C:27]1[CH:32]=[CH:31][CH:30]=[C:29]([C:33]([F:36])([F:35])[F:34])[CH:28]=1)[C:11]1[CH:18]=[CH:17][C:14]([C:15]#[N:16])=[CH:13][C:12]=1[Br:19].[C:37](N1C=CN=C1)(N1C=CN=C1)=[O:38].O, predict the reaction product. The product is: [Br:19][C:12]1[CH:13]=[C:14]([CH:17]=[CH:18][C:11]=1[CH:10]1[C:20]2[C:24](=[O:25])[CH2:23][CH2:22][C:21]=2[N:26]([C:27]2[CH:32]=[CH:31][CH:30]=[C:29]([C:33]([F:36])([F:34])[F:35])[CH:28]=2)[C:37](=[O:38])[NH:9]1)[C:15]#[N:16]. (5) Given the reactants [Cl:1][C:2]1[CH:7]=[CH:6][C:5]([NH:8][NH2:9])=[CH:4][CH:3]=1.[C:10](OC)(=[O:13])[C:11]#[CH:12].S(=O)(=O)(O)O, predict the reaction product. The product is: [Cl:1][C:2]1[CH:7]=[CH:6][C:5]([N:8]2[CH:12]=[CH:11][C:10]([OH:13])=[N:9]2)=[CH:4][CH:3]=1.